Dataset: Forward reaction prediction with 1.9M reactions from USPTO patents (1976-2016). Task: Predict the product of the given reaction. (1) Given the reactants I[C:2]1[CH:7]=[CH:6][C:5]([NH:8][C:9]([C:11]2[N:12]=[CH:13][S:14][CH:15]=2)=[O:10])=[CH:4][CH:3]=1.[CH:16]1([N:20]([C:33]([C@H:35]2[CH2:40][CH2:39][C@H:38]([CH3:41])[CH2:37][CH2:36]2)=[O:34])[C:21]2[CH:22]=[C:23](B(O)O)[S:24][C:25]=2[C:26]([O:28][CH3:29])=[O:27])[CH2:19][CH2:18][CH2:17]1.C(=O)([O-])[O-].[Na+].[Na+], predict the reaction product. The product is: [CH:16]1([N:20]([C:33]([C@H:35]2[CH2:36][CH2:37][C@H:38]([CH3:41])[CH2:39][CH2:40]2)=[O:34])[C:21]2[CH:22]=[C:23]([C:2]3[CH:7]=[CH:6][C:5]([NH:8][C:9]([C:11]4[N:12]=[CH:13][S:14][CH:15]=4)=[O:10])=[CH:4][CH:3]=3)[S:24][C:25]=2[C:26]([O:28][CH3:29])=[O:27])[CH2:19][CH2:18][CH2:17]1. (2) The product is: [Br:1][C:2]1[C:3]([N:21]2[CH2:25][CH2:24][O:23][C:22]2=[O:26])=[CH:4][C:5]2[O:9][C:8]([C:10]3[CH:15]=[CH:14][C:13]([F:16])=[CH:12][CH:11]=3)=[C:7]([C:17]([NH:33][CH3:31])=[O:18])[C:6]=2[CH:20]=1. Given the reactants [Br:1][C:2]1[C:3]([N:21]2[CH2:25][CH2:24][O:23][C:22]2=[O:26])=[CH:4][C:5]2[O:9][C:8]([C:10]3[CH:15]=[CH:14][C:13]([F:16])=[CH:12][CH:11]=3)=[C:7]([C:17](O)=[O:18])[C:6]=2[CH:20]=1.C1C=CC2N(O)N=[N:33][C:31]=2C=1.CCN=C=NCCCN(C)C.Cl.CN, predict the reaction product.